Task: Predict the reaction yield, written as a fraction of the theoretical maximum amount of product (1.0 means a 100% yield; for example, 0.34 means a 34% yield).. Dataset: Reaction yield outcomes from USPTO patents with 853,638 reactions (1) The reactants are [Cl-].O[NH3+:3].[C:4](=[O:7])([O-])[OH:5].[Na+].CS(C)=O.[CH2:13]([C:15]1[N:16]([C:40]2[CH:45]=[CH:44][C:43]([C:46]([O:49][CH3:50])([CH3:48])[CH3:47])=[CH:42][CH:41]=2)[C:17](=[O:39])[C:18]([CH2:24][C:25]2[CH:30]=[CH:29][C:28]([C:31]3[C:32]([C:37]#[N:38])=[CH:33][CH:34]=[CH:35][CH:36]=3)=[CH:27][CH:26]=2)=[C:19]([CH2:21][CH2:22][CH3:23])[N:20]=1)[CH3:14]. The catalyst is O. The product is [CH2:13]([C:15]1[N:16]([C:40]2[CH:41]=[CH:42][C:43]([C:46]([O:49][CH3:50])([CH3:48])[CH3:47])=[CH:44][CH:45]=2)[C:17](=[O:39])[C:18]([CH2:24][C:25]2[CH:30]=[CH:29][C:28]([C:31]3[CH:36]=[CH:35][CH:34]=[CH:33][C:32]=3[C:37]3[NH:3][C:4](=[O:7])[O:5][N:38]=3)=[CH:27][CH:26]=2)=[C:19]([CH2:21][CH2:22][CH3:23])[N:20]=1)[CH3:14]. The yield is 0.220. (2) The reactants are [CH2:1]([O:3][C:4](=[O:18])[C:5]1[CH:10]=[CH:9][C:8](/[CH:11]=[CH:12]/[C:13]2[O:14][CH:15]=[CH:16][CH:17]=2)=[CH:7][CH:6]=1)[CH3:2]. The catalyst is [C].[Pd].O1CCCC1. The product is [CH2:1]([O:3][C:4](=[O:18])[C:5]1[CH:10]=[CH:9][C:8]([CH2:11][CH2:12][C:13]2[O:14][CH:15]=[CH:16][CH:17]=2)=[CH:7][CH:6]=1)[CH3:2]. The yield is 0.654. (3) The reactants are Cl.[NH2:2][C@H:3]1[CH2:8][CH2:7][C@H:6]([OH:9])[CH2:5][CH2:4]1.[CH3:10][C:11]([O:14][C:15](O[C:15]([O:14][C:11]([CH3:13])([CH3:12])[CH3:10])=[O:16])=[O:16])([CH3:13])[CH3:12].C([O-])(O)=O.[Na+]. The catalyst is C1COCC1.O. The product is [OH:9][C@H:6]1[CH2:7][CH2:8][C@H:3]([NH:2][C:15](=[O:16])[O:14][C:11]([CH3:13])([CH3:12])[CH3:10])[CH2:4][CH2:5]1. The yield is 0.940. (4) The product is [N+:18]([C:13]1[C:12](=[O:15])[NH:11][CH:10]=[C:9]([C:4]2[C:3]([C:2]([F:16])([F:1])[F:17])=[CH:8][CH:7]=[CH:6][N:5]=2)[CH:14]=1)([O-:20])=[O:19]. The reactants are [F:1][C:2]([F:17])([F:16])[C:3]1[C:4]([C:9]2[CH:14]=[CH:13][C:12](=[O:15])[NH:11][CH:10]=2)=[N:5][CH:6]=[CH:7][CH:8]=1.[N+:18]([O-])([OH:20])=[O:19]. The catalyst is S(=O)(=O)(O)O. The yield is 0.920. (5) The reactants are [F:1][C:2]1[CH:7]=[CH:6][C:5]([OH:8])=[C:4]([CH3:9])[C:3]=1[NH:10][CH2:11][C:12]1[CH:17]=[C:16]([CH3:18])[CH:15]=[C:14]([C:19]2[CH:24]=[CH:23][CH:22]=[C:21]([F:25])[CH:20]=2)[C:13]=1[F:26].C([O-])([O-])=O.[Cs+].[Cs+].Br[CH2:34][C:35]([O:37][CH:38]([CH3:40])[CH3:39])=[O:36]. The catalyst is CN(C=O)C.O. The product is [F:1][C:2]1[CH:7]=[CH:6][C:5]([O:8][CH2:34][C:35]([O:37][CH:38]([CH3:40])[CH3:39])=[O:36])=[C:4]([CH3:9])[C:3]=1[NH:10][CH2:11][C:12]1[CH:17]=[C:16]([CH3:18])[CH:15]=[C:14]([C:19]2[CH:24]=[CH:23][CH:22]=[C:21]([F:25])[CH:20]=2)[C:13]=1[F:26]. The yield is 0.430. (6) The reactants are C[Al](C)C.[CH:5]1([NH2:8])[CH2:7][CH2:6]1.C[O:10][C:11](=O)[C:12]1[CH:17]=[CH:16][C:15]([NH:18][CH2:19][C:20]2[C:21]([C:26]3[CH:31]=[CH:30][C:29]([F:32])=[CH:28][CH:27]=3)=[N:22][O:23][C:24]=2[CH3:25])=[N:14][CH:13]=1.C(C(C(C([O-])=O)O)O)([O-])=O.[K+].[Na+]. The catalyst is O1CCOCC1. The product is [CH:5]1([NH:8][C:11](=[O:10])[C:12]2[CH:17]=[CH:16][C:15]([NH:18][CH2:19][C:20]3[C:21]([C:26]4[CH:27]=[CH:28][C:29]([F:32])=[CH:30][CH:31]=4)=[N:22][O:23][C:24]=3[CH3:25])=[N:14][CH:13]=2)[CH2:7][CH2:6]1. The yield is 0.600. (7) The reactants are [CH2:1]([O:8][C:9]1[CH:10]=[C:11]([CH:13]=[CH:14][CH:15]=1)[NH2:12])[C:2]1[CH:7]=[CH:6][CH:5]=[CH:4][CH:3]=1.[C:16]([C:20]1[CH:25]=[CH:24][C:23]([C:26]2[O:31][C:30](=[O:32])[C:29]3[CH:33]=[C:34]([N+:37]([O-:39])=[O:38])[CH:35]=[CH:36][C:28]=3[N:27]=2)=[CH:22][CH:21]=1)([CH3:19])([CH3:18])[CH3:17]. No catalyst specified. The product is [C:16]([C:20]1[CH:25]=[CH:24][C:23]([C:26]([NH:27][C:28]2[CH:36]=[CH:35][C:34]([N+:37]([O-:39])=[O:38])=[CH:33][C:29]=2[C:30]([NH:12][C:11]2[CH:13]=[CH:14][CH:15]=[C:9]([O:8][CH2:1][C:2]3[CH:3]=[CH:4][CH:5]=[CH:6][CH:7]=3)[CH:10]=2)=[O:32])=[O:31])=[CH:22][CH:21]=1)([CH3:19])([CH3:17])[CH3:18]. The yield is 0.420.